From a dataset of NCI-60 drug combinations with 297,098 pairs across 59 cell lines. Regression. Given two drug SMILES strings and cell line genomic features, predict the synergy score measuring deviation from expected non-interaction effect. (1) Drug 1: CS(=O)(=O)CCNCC1=CC=C(O1)C2=CC3=C(C=C2)N=CN=C3NC4=CC(=C(C=C4)OCC5=CC(=CC=C5)F)Cl. Drug 2: C1CC(=O)NC(=O)C1N2C(=O)C3=CC=CC=C3C2=O. Cell line: NCI-H522. Synergy scores: CSS=3.25, Synergy_ZIP=-3.96, Synergy_Bliss=2.11, Synergy_Loewe=-11.1, Synergy_HSA=0.911. (2) Drug 1: CC1C(C(CC(O1)OC2CC(OC(C2O)C)OC3=CC4=CC5=C(C(=O)C(C(C5)C(C(=O)C(C(C)O)O)OC)OC6CC(C(C(O6)C)O)OC7CC(C(C(O7)C)O)OC8CC(C(C(O8)C)O)(C)O)C(=C4C(=C3C)O)O)O)O. Drug 2: CC12CCC3C(C1CCC2O)C(CC4=C3C=CC(=C4)O)CCCCCCCCCS(=O)CCCC(C(F)(F)F)(F)F. Cell line: U251. Synergy scores: CSS=24.1, Synergy_ZIP=0.577, Synergy_Bliss=0.326, Synergy_Loewe=-19.8, Synergy_HSA=-0.842.